Dataset: Forward reaction prediction with 1.9M reactions from USPTO patents (1976-2016). Task: Predict the product of the given reaction. (1) Given the reactants [Li+].[CH3:2][CH:3]([N-:5]C(C)C)C.F[C:10]1[CH:15]=[CH:14][C:13]([F:16])=[CH:12][N:11]=1, predict the reaction product. The product is: [F:16][C:13]1[CH:14]=[CH:15][C:10]([CH2:2][C:3]#[N:5])=[N:11][CH:12]=1. (2) Given the reactants Br[C:2]1[C:20]([O:21][CH3:22])=[CH:19][C:5]([C:6]([NH:8][C:9]2[CH:14]=[C:13]([C:15]([F:18])([F:17])[F:16])[CH:12]=[CH:11][N:10]=2)=[O:7])=[C:4]([F:23])[CH:3]=1.[CH3:24][C:25]1([CH3:41])[C:29]([CH3:31])([CH3:30])[O:28][B:27]([B:27]2[O:28][C:29]([CH3:31])([CH3:30])[C:25]([CH3:41])([CH3:24])[O:26]2)[O:26]1.C([O-])(=O)C.[K+], predict the reaction product. The product is: [F:23][C:4]1[CH:3]=[C:2]([B:27]2[O:28][C:29]([CH3:31])([CH3:30])[C:25]([CH3:41])([CH3:24])[O:26]2)[C:20]([O:21][CH3:22])=[CH:19][C:5]=1[C:6]([NH:8][C:9]1[CH:14]=[C:13]([C:15]([F:18])([F:17])[F:16])[CH:12]=[CH:11][N:10]=1)=[O:7]. (3) Given the reactants [C:1]([CH:5]1[CH2:10][CH2:9][CH:8]([O:11][C:12]2[CH:13]=[C:14]3[C:18](=[CH:19][CH:20]=2)[NH:17][CH2:16][CH2:15]3)[CH2:7][CH2:6]1)([CH3:4])([CH3:3])[CH3:2].C(N(CC)CC)C.[Cl:28][CH2:29][C:30](Cl)=[O:31], predict the reaction product. The product is: [C:1]([C@H:5]1[CH2:10][CH2:9][C@H:8]([O:11][C:12]2[CH:13]=[C:14]3[C:18](=[CH:19][CH:20]=2)[N:17]([C:30](=[O:31])[CH2:29][Cl:28])[CH2:16][CH2:15]3)[CH2:7][CH2:6]1)([CH3:4])([CH3:2])[CH3:3]. (4) Given the reactants [CH2:1]([O:3][CH2:4][CH2:5][O:6][C:7]1[CH:12]=[CH:11][C:10]([C:13]2[C:14]3[CH:21]=[C:20]([CH2:22][O:23][C:24]4[CH:29]=[CH:28][C:27]([C:30]5([CH2:35][C:36]([O:38]CC)=[O:37])[CH2:33][C:32](=[O:34])[CH2:31]5)=[CH:26][CH:25]=4)[CH:19]=[CH:18][C:15]=3[S:16][CH:17]=2)=[C:9]([CH3:41])[CH:8]=1)[CH3:2].[OH-].[Na+].Cl, predict the reaction product. The product is: [CH2:1]([O:3][CH2:4][CH2:5][O:6][C:7]1[CH:12]=[CH:11][C:10]([C:13]2[C:14]3[CH:21]=[C:20]([CH2:22][O:23][C:24]4[CH:29]=[CH:28][C:27]([C:30]5([CH2:35][C:36]([OH:38])=[O:37])[CH2:31][C:32](=[O:34])[CH2:33]5)=[CH:26][CH:25]=4)[CH:19]=[CH:18][C:15]=3[S:16][CH:17]=2)=[C:9]([CH3:41])[CH:8]=1)[CH3:2]. (5) Given the reactants Br[C:2]1[CH:3]=[C:4]([NH2:14])[CH:5]=[N:6][C:7]=1[O:8][CH2:9][C:10]([F:13])([F:12])[F:11].[C:15]1([CH2:21][O:22][C:23](=[O:41])[NH:24][C:25]2[CH:30]=[CH:29][C:28](B3OC(C)(C)C(C)(C)O3)=[CH:27][C:26]=2[Cl:40])[CH:20]=[CH:19][CH:18]=[CH:17][CH:16]=1, predict the reaction product. The product is: [CH2:21]([O:22][C:23](=[O:41])[NH:24][C:25]1[CH:30]=[CH:29][C:28]([C:2]2[C:7]([O:8][CH2:9][C:10]([F:13])([F:12])[F:11])=[N:6][CH:5]=[C:4]([NH2:14])[CH:3]=2)=[CH:27][C:26]=1[Cl:40])[C:15]1[CH:20]=[CH:19][CH:18]=[CH:17][CH:16]=1. (6) Given the reactants [N:1]1[CH:6]=[CH:5][C:4]([C:7]2[C:15]3[C:10](=[CH:11][CH:12]=[CH:13][CH:14]=3)[NH:9][C:8]=2[C:16]([O:18]CC)=O)=[CH:3][CH:2]=1.O.[NH2:22][NH2:23], predict the reaction product. The product is: [N:1]1[CH:2]=[CH:3][C:4]([C:7]2[C:15]3[C:10](=[CH:11][CH:12]=[CH:13][CH:14]=3)[NH:9][C:8]=2[C:16]([NH:22][NH2:23])=[O:18])=[CH:5][CH:6]=1.